From a dataset of Full USPTO retrosynthesis dataset with 1.9M reactions from patents (1976-2016). Predict the reactants needed to synthesize the given product. (1) Given the product [CH2:13]([O:20][C:21]1[CH:45]=[CH:44][C:43]([O:46][CH2:47][CH2:48][N:7]2[CH2:12][CH2:11][S:10][CH2:9][CH2:8]2)=[CH:42][C:22]=1[C:23]([NH:25][C:26]1[CH:35]=[C:34]([C:36]2[CH:37]=[CH:38][CH:39]=[CH:40][CH:41]=2)[CH:33]=[CH:32][C:27]=1[C:28]([O:30][CH3:31])=[O:29])=[O:24])[C:14]1[CH:15]=[CH:16][CH:17]=[CH:18][CH:19]=1, predict the reactants needed to synthesize it. The reactants are: C(=O)([O-])[O-].[K+].[K+].[NH:7]1[CH2:12][CH2:11][S:10][CH2:9][CH2:8]1.[CH2:13]([O:20][C:21]1[CH:45]=[CH:44][C:43]([O:46][CH2:47][CH2:48]Br)=[CH:42][C:22]=1[C:23]([NH:25][C:26]1[CH:35]=[C:34]([C:36]2[CH:41]=[CH:40][CH:39]=[CH:38][CH:37]=2)[CH:33]=[CH:32][C:27]=1[C:28]([O:30][CH3:31])=[O:29])=[O:24])[C:14]1[CH:19]=[CH:18][CH:17]=[CH:16][CH:15]=1. (2) Given the product [Br:5][C:6]1[CH:7]=[C:8]([O:14][CH3:15])[C:9]([O:12][CH3:13])=[CH:10][C:11]=1[N+:1]([O-:4])=[O:2], predict the reactants needed to synthesize it. The reactants are: [N+:1]([O-:4])(O)=[O:2].[Br:5][C:6]1[CH:11]=[CH:10][C:9]([O:12][CH3:13])=[C:8]([O:14][CH3:15])[CH:7]=1. (3) Given the product [ClH:41].[NH2:33][C@H:9]([CH2:8][C:5]1[CH:4]=[CH:3][C:2]([F:1])=[CH:7][CH:6]=1)[C:10]([NH:11][C:12]1[CH:13]=[C:14]2[C:30](=[O:31])[NH:29][N:28]=[CH:27][C:16]3=[C:17]([C:21]4[CH:26]=[CH:25][CH:24]=[CH:23][CH:22]=4)[NH:18][C:19]([CH:20]=1)=[C:15]23)=[O:32], predict the reactants needed to synthesize it. The reactants are: [F:1][C:2]1[CH:7]=[CH:6][C:5]([CH2:8][C@@H:9]([NH:33]C(=O)OC(C)(C)C)[C:10](=[O:32])[NH:11][C:12]2[CH:13]=[C:14]3[C:30](=[O:31])[NH:29][N:28]=[CH:27][C:16]4=[C:17]([C:21]5[CH:26]=[CH:25][CH:24]=[CH:23][CH:22]=5)[NH:18][C:19]([CH:20]=2)=[C:15]34)=[CH:4][CH:3]=1.[ClH:41].C(N(CC)CC)C. (4) Given the product [O:54]=[C:20]([N:17]1[CH2:18][CH2:19][N:14]([CH:11]2[CH2:12][CH2:13][NH:8][CH2:9][CH2:10]2)[CH2:15][CH2:16]1)[C@H:21]([NH:33][C:34]([N:36]1[CH2:37][CH2:38][CH:39]([N:42]2[CH2:48][CH2:47][C:46]3[CH:49]=[CH:50][CH:51]=[CH:52][C:45]=3[NH:44][C:43]2=[O:53])[CH2:40][CH2:41]1)=[O:35])[CH2:22][C:23]1[CH:32]=[CH:31][C:30]2[CH2:29][CH2:28][CH2:27][CH2:26][C:25]=2[CH:24]=1, predict the reactants needed to synthesize it. The reactants are: C([N:8]1[CH2:13][CH2:12][CH:11]([N:14]2[CH2:19][CH2:18][N:17]([C:20](=[O:54])[C@H:21]([NH:33][C:34]([N:36]3[CH2:41][CH2:40][CH:39]([N:42]4[CH2:48][CH2:47][C:46]5[CH:49]=[CH:50][CH:51]=[CH:52][C:45]=5[NH:44][C:43]4=[O:53])[CH2:38][CH2:37]3)=[O:35])[CH2:22][C:23]3[CH:32]=[CH:31][C:30]4[CH2:29][CH2:28][CH2:27][CH2:26][C:25]=4[CH:24]=3)[CH2:16][CH2:15]2)[CH2:10][CH2:9]1)C1C=CC=CC=1.[H][H]. (5) Given the product [F:16][C:11]1[CH:12]=[CH:13][CH:14]=[CH:15][C:10]=1[CH2:9][NH:8][C:5]1[N:6]=[CH:7][C:2]([CH:24]=[O:25])=[CH:3][CH:4]=1, predict the reactants needed to synthesize it. The reactants are: Br[C:2]1[CH:3]=[CH:4][C:5]([NH:8][CH2:9][C:10]2[CH:15]=[CH:14][CH:13]=[CH:12][C:11]=2[F:16])=[N:6][CH:7]=1.C([Li])(C)(C)C.CN(C)[CH:24]=[O:25].[Cl-].[NH4+]. (6) Given the product [CH3:1][C:2]1[CH:3]=[C:4]([CH3:5])[N:10]2[N:11]=[C:12]([S:14][CH3:15])[N:13]=[C:9]2[N:8]=1, predict the reactants needed to synthesize it. The reactants are: [CH3:1][C:2](=O)[CH2:3][C:4](=O)[CH3:5].[NH2:8][C:9]1[N:13]=[C:12]([S:14][CH3:15])[NH:11][N:10]=1. (7) Given the product [NH2:38][C@@H:34]([CH:35]([CH3:37])[CH3:36])[C:33]([NH:32][CH2:31][C@@H:27]1[C@H:26]([S:25][C:7]2[C@H:6]([CH3:53])[C@H:5]3[N:9]([C:10](=[O:11])[C@@H:4]3[C@H:2]([OH:1])[CH3:3])[C:8]=2[C:12]([OH:14])=[O:13])[CH2:30][CH2:29][O:28]1)=[O:52], predict the reactants needed to synthesize it. The reactants are: [OH:1][C@@H:2]([C@H:4]1[C:10](=[O:11])[N:9]2[C@@H:5]1[C@@H:6]([CH3:53])[C:7]([S:25][C@@H:26]1[CH2:30][CH2:29][O:28][C@@H:27]1[CH2:31][NH:32][C:33](=[O:52])[C@@H:34]([NH:38]C(OCC1C=CC([N+]([O-])=O)=CC=1)=O)[CH:35]([CH3:37])[CH3:36])=[C:8]2[C:12]([O:14]CC1C=CC([N+]([O-])=O)=CC=1)=[O:13])[CH3:3].O. (8) Given the product [CH3:19][O:18][CH2:17][N:8]1[C:7]2[CH:20]=[C:3]([CH2:2][C:30]#[N:31])[CH:4]=[CH:5][C:6]=2[C:15]2[NH:14][CH2:13][CH2:12][CH2:11][C:10]=2[C:9]1=[O:16], predict the reactants needed to synthesize it. The reactants are: O[CH2:2][C:3]1[CH:4]=[CH:5][C:6]2[C:15]3[NH:14][CH2:13][CH2:12][CH2:11][C:10]=3[C:9](=[O:16])[N:8]([CH2:17][O:18][CH3:19])[C:7]=2[CH:20]=1.S(Cl)(Cl)=O.C(=O)(O)[O-].[Na+].[C-:30]#[N:31].[Na+]. (9) Given the product [CH:1]([O:3][CH2:15][Si:16]([O:21][CH3:22])([O:19][CH3:20])[O:17][CH3:18])=[O:2].[CH:1]([O:12][CH3:11])=[O:2].[CH3:18][O:17][Si:16]([O:3][CH3:1])([O:21][CH3:22])[O:19][CH3:20], predict the reactants needed to synthesize it. The reactants are: [CH:1]([O-:3])=[O:2].[Na+].CN1[C:11](=[O:12])N(C)CCC1.Cl[CH2:15][Si:16]([O:21][CH3:22])([O:19][CH3:20])[O:17][CH3:18].